From a dataset of Reaction yield outcomes from USPTO patents with 853,638 reactions. Predict the reaction yield, written as a fraction of the theoretical maximum amount of product (1.0 means a 100% yield; for example, 0.34 means a 34% yield). (1) The reactants are [C:1](#[N:3])[CH3:2].[Li]CCCC.[F:9][C:10]([F:19])([F:18])[C:11]([CH3:17])([CH3:16])[C:12](OC)=[O:13]. The catalyst is C1COCC1. The product is [F:9][C:10]([F:19])([F:18])[C:11]([CH3:17])([CH3:16])[C:12](=[O:13])[CH2:2][C:1]#[N:3]. The yield is 0.317. (2) The reactants are [Cl:1][C:2]1[CH:3]=[CH:4][C:5]([NH:8][C:9]([C:11]2[CH:16]=[CH:15][CH:14]=[CH:13][C:12]=2[NH:17][C:18]([C:20]2[CH:25]=[CH:24][C:23]([C:26]3[CH:31]=[CH:30][CH:29]=[CH:28][C:27]=3[C:32]#[N:33])=[CH:22][CH:21]=2)=[O:19])=[O:10])=[N:6][CH:7]=1.Cl.[OH:35][NH2:36].C(N(CC)CC)C. The catalyst is C(O)C. The product is [Cl:1][C:2]1[CH:3]=[CH:4][C:5]([NH:8][C:9]([C:11]2[CH:16]=[CH:15][CH:14]=[CH:13][C:12]=2[NH:17][C:18]([C:20]2[CH:25]=[CH:24][C:23]([C:26]3[CH:31]=[CH:30][CH:29]=[CH:28][C:27]=3[CH:32]=[N:33][NH:36][OH:35])=[CH:22][CH:21]=2)=[O:19])=[O:10])=[N:6][CH:7]=1. The yield is 0.275. (3) The reactants are C(=O)([O-])[O-].[K+].[K+].[CH3:7][O:8][C:9]1[CH:10]=[CH:11][C:12]([C:23]2[CH:28]=[CH:27][CH:26]=[C:25]([C:29]([F:32])([F:31])[F:30])[CH:24]=2)=[C:13]2[C:17]=1[C:16](=[O:18])[CH:15]([C:19]([O:21][CH3:22])=[O:20])[CH2:14]2.Br[CH2:34][C:35]1[CH:44]=[CH:43][C:38]([C:39]([O:41][CH3:42])=[O:40])=[CH:37][CH:36]=1. The catalyst is CC(C)=O.O. The product is [CH3:7][O:8][C:9]1[CH:10]=[CH:11][C:12]([C:23]2[CH:28]=[CH:27][CH:26]=[C:25]([C:29]([F:31])([F:30])[F:32])[CH:24]=2)=[C:13]2[C:17]=1[C:16](=[O:18])[C:15]([CH2:34][C:35]1[CH:36]=[CH:37][C:38]([C:39]([O:41][CH3:42])=[O:40])=[CH:43][CH:44]=1)([C:19]([O:21][CH3:22])=[O:20])[CH2:14]2. The yield is 0.980. (4) The reactants are CO[C:3](=O)[C:4]1[CH:9]=[CH:8][C:7]([C:10]2[C:33](=[O:34])[N:32]([CH2:35][CH3:36])[C:13]3[N:14]=[C:15]([NH:18][C:19]4[CH:24]=[CH:23][C:22]([N:25]5[CH2:30][CH2:29][N:28]([CH3:31])[CH2:27][CH2:26]5)=[CH:21][CH:20]=4)[N:16]=[CH:17][C:12]=3[CH:11]=2)=[C:6]([Cl:37])[CH:5]=1.[OH2:39].[NH2:40][NH2:41]. The catalyst is C(O)C. The product is [Cl:37][C:6]1[CH:5]=[C:4]([CH:9]=[CH:8][C:7]=1[C:10]1[C:33](=[O:34])[N:32]([CH2:35][CH3:36])[C:13]2[N:14]=[C:15]([NH:18][C:19]3[CH:20]=[CH:21][C:22]([N:25]4[CH2:26][CH2:27][N:28]([CH3:31])[CH2:29][CH2:30]4)=[CH:23][CH:24]=3)[N:16]=[CH:17][C:12]=2[CH:11]=1)[C:3]([NH:40][NH2:41])=[O:39]. The yield is 0.570.